This data is from Peptide-MHC class II binding affinity with 134,281 pairs from IEDB. The task is: Regression. Given a peptide amino acid sequence and an MHC pseudo amino acid sequence, predict their binding affinity value. This is MHC class II binding data. (1) The peptide sequence is SQDLELSWNLNGIQAY. The MHC is HLA-DQA10101-DQB10501 with pseudo-sequence HLA-DQA10101-DQB10501. The binding affinity (normalized) is 0.865. (2) The peptide sequence is ENQRTVALYSLKIAGWHGPK. The MHC is DRB1_1501 with pseudo-sequence DRB1_1501. The binding affinity (normalized) is 0.407. (3) The peptide sequence is LHLYSHPIILGFRKI. The MHC is DRB1_1501 with pseudo-sequence DRB1_1501. The binding affinity (normalized) is 0.415. (4) The peptide sequence is FHEMNNGGDAMYMAL. The MHC is DRB1_1501 with pseudo-sequence DRB1_1501. The binding affinity (normalized) is 0.164. (5) The peptide sequence is VIPAGELQVIEKVDA. The MHC is DRB1_0101 with pseudo-sequence DRB1_0101. The binding affinity (normalized) is 0.343. (6) The peptide sequence is GTMAGCGYLMFLGGV. The MHC is DRB1_0401 with pseudo-sequence DRB1_0401. The binding affinity (normalized) is 0.144. (7) The peptide sequence is EGAVAVRRKRALSAT. The MHC is HLA-DPA10201-DPB10501 with pseudo-sequence HLA-DPA10201-DPB10501. The binding affinity (normalized) is 0. (8) The peptide sequence is YDKFLANVSTVLTGD. The MHC is DRB3_0202 with pseudo-sequence DRB3_0202. The binding affinity (normalized) is 0.977.